From a dataset of Full USPTO retrosynthesis dataset with 1.9M reactions from patents (1976-2016). Predict the reactants needed to synthesize the given product. (1) The reactants are: [CH2:1]([O:3][C:4](=[O:17])[CH2:5][CH:6]([NH2:16])[CH2:7][C:8]1[CH:13]=[C:12]([F:14])[CH:11]=[CH:10][C:9]=1[F:15])[CH3:2].C(N(CC)CC)C.[C:25]([O:29][C:30](O[C:30]([O:29][C:25]([CH3:28])([CH3:27])[CH3:26])=[O:31])=[O:31])([CH3:28])([CH3:27])[CH3:26]. Given the product [CH2:1]([O:3][C:4](=[O:17])[CH2:5][CH:6]([NH:16][C:30]([O:29][C:25]([CH3:28])([CH3:27])[CH3:26])=[O:31])[CH2:7][C:8]1[CH:13]=[C:12]([F:14])[CH:11]=[CH:10][C:9]=1[F:15])[CH3:2], predict the reactants needed to synthesize it. (2) Given the product [CH3:8][C:9]1[N:10]([C:15]([C:16]2[CH:21]=[CH:20][CH:19]=[CH:18][CH:17]=2)([C:28]2[CH:29]=[CH:30][CH:31]=[CH:32][CH:33]=2)[C:22]2[CH:23]=[CH:24][CH:25]=[CH:26][CH:27]=2)[CH:11]=[CH:12][N:13]=1, predict the reactants needed to synthesize it. The reactants are: C(N(CC)CC)C.[CH3:8][C:9]1[NH:10][CH:11]=[CH:12][N:13]=1.Cl[C:15]([C:28]1[CH:33]=[CH:32][CH:31]=[CH:30][CH:29]=1)([C:22]1[CH:27]=[CH:26][CH:25]=[CH:24][CH:23]=1)[C:16]1[CH:21]=[CH:20][CH:19]=[CH:18][CH:17]=1.CCCC(C)C. (3) Given the product [NH2:1][C:2]1[C:3]([C:16]2[CH:24]=[CH:23][C:19]([C:20]([NH:35][C@@H:36]([C:46]3[CH:51]=[CH:50][CH:49]=[C:48]([Cl:52])[CH:47]=3)[CH2:37][NH:38][C:39](=[O:45])[O:40][C:41]([CH3:44])([CH3:43])[CH3:42])=[O:21])=[C:18]([F:25])[CH:17]=2)=[N:4][C:5]([CH:8]2[CH2:9][CH2:10][C:11]([F:14])([F:15])[CH2:12][CH2:13]2)=[CH:6][N:7]=1, predict the reactants needed to synthesize it. The reactants are: [NH2:1][C:2]1[C:3]([C:16]2[CH:24]=[CH:23][C:19]([C:20](O)=[O:21])=[C:18]([F:25])[CH:17]=2)=[N:4][C:5]([CH:8]2[CH2:13][CH2:12][C:11]([F:15])([F:14])[CH2:10][CH2:9]2)=[CH:6][N:7]=1.CCN(C(C)C)C(C)C.[NH2:35][C@@H:36]([C:46]1[CH:51]=[CH:50][CH:49]=[C:48]([Cl:52])[CH:47]=1)[CH2:37][NH:38][C:39](=[O:45])[O:40][C:41]([CH3:44])([CH3:43])[CH3:42].CN(C(ON1N=NC2C=CC=NC1=2)=[N+](C)C)C.F[P-](F)(F)(F)(F)F. (4) Given the product [CH3:13][O:12][C:9]1[CH:10]=[C:11]2[C:6](=[CH:7][C:8]=1[O:14][CH3:15])[N:5]=[CH:4][CH:3]=[C:2]2[C:45]([O:50][CH3:49])=[O:46], predict the reactants needed to synthesize it. The reactants are: Cl[C:2]1[C:11]2[C:6](=[CH:7][C:8]([O:14][CH3:15])=[C:9]([O:12][CH3:13])[CH:10]=2)[N:5]=[CH:4][CH:3]=1.C1(P(C2C=CC=CC=2)CCCP(C2C=CC=CC=2)C2C=CC=CC=2)C=CC=CC=1.[CH3:45][OH:46].CN(C)[CH:49]=[O:50]. (5) The reactants are: O=[C:2]1[CH2:7][CH2:6][CH2:5][CH2:4][CH:3]1[C:8]#[N:9].C([O-])(=O)C.[Na+].Cl.[CH:16]([NH:19][NH2:20])([CH3:18])[CH3:17]. Given the product [CH:16]([N:19]1[C:8]([NH2:9])=[C:3]2[C:2]([CH2:7][CH2:6][CH2:5][CH2:4]2)=[N:20]1)([CH3:18])[CH3:17], predict the reactants needed to synthesize it. (6) Given the product [NH2:12][C:4]1[CH:3]=[C:2]([F:1])[C:10]([F:11])=[CH:9][C:5]=1[C:6]([NH:20][C:19]1[CH:21]=[CH:22][CH:23]=[CH:24][C:18]=1[Cl:17])=[O:8], predict the reactants needed to synthesize it. The reactants are: [F:1][C:2]1[CH:3]=[C:4]([NH2:12])[C:5](=[CH:9][C:10]=1[F:11])[C:6]([OH:8])=O.O=S(Cl)Cl.[Cl:17][C:18]1[CH:24]=[CH:23][CH:22]=[CH:21][C:19]=1[NH2:20].C(Cl)(Cl)Cl. (7) Given the product [CH3:7][C:8]([CH3:52])([CH2:50][CH3:51])[CH2:9][C:10]1[N:11]=[C:12]([CH2:34][CH:35]([C:37]2[CH:38]=[CH:39][C:40]([C:43]3[CH:48]=[CH:47][C:46]([F:49])=[CH:45][N:44]=3)=[CH:41][CH:42]=2)[O:36][CH3:1])[N:13]([C:15]([C:28]2[CH:33]=[CH:32][CH:31]=[CH:30][CH:29]=2)([C:16]2[CH:17]=[CH:18][CH:19]=[CH:20][CH:21]=2)[C:22]2[CH:27]=[CH:26][CH:25]=[CH:24][CH:23]=2)[CH:14]=1, predict the reactants needed to synthesize it. The reactants are: [CH3:1]C(C)([O-])C.[K+].[CH3:7][C:8]([CH3:52])([CH2:50][CH3:51])[CH2:9][C:10]1[N:11]=[C:12]([CH2:34][CH:35]([C:37]2[CH:42]=[CH:41][C:40]([C:43]3[CH:48]=[CH:47][C:46]([F:49])=[CH:45][N:44]=3)=[CH:39][CH:38]=2)[OH:36])[N:13]([C:15]([C:28]2[CH:33]=[CH:32][CH:31]=[CH:30][CH:29]=2)([C:22]2[CH:27]=[CH:26][CH:25]=[CH:24][CH:23]=2)[C:16]2[CH:21]=[CH:20][CH:19]=[CH:18][CH:17]=2)[CH:14]=1.CI.